Dataset: Full USPTO retrosynthesis dataset with 1.9M reactions from patents (1976-2016). Task: Predict the reactants needed to synthesize the given product. The reactants are: [OH:1][C:2]([CH3:35])([CH3:34])[CH2:3][C@@:4]1([C:28]2[CH:33]=[CH:32][CH:31]=[CH:30][CH:29]=2)[O:9][C:8](=[O:10])[N:7]([C@H:11]([C:13]2[CH:18]=[CH:17][C:16](B3OC(C)(C)C(C)(C)O3)=[CH:15][CH:14]=2)[CH3:12])[CH2:6][CH2:5]1.Br[C:37]1[CH:46]=[CH:45][C:40]([C:41]([O:43][CH3:44])=[O:42])=[CH:39][N:38]=1. Given the product [OH:1][C:2]([CH3:35])([CH3:34])[CH2:3][C@@:4]1([C:28]2[CH:29]=[CH:30][CH:31]=[CH:32][CH:33]=2)[O:9][C:8](=[O:10])[N:7]([C@H:11]([C:13]2[CH:18]=[CH:17][C:16]([C:37]3[CH:46]=[CH:45][C:40]([C:41]([O:43][CH3:44])=[O:42])=[CH:39][N:38]=3)=[CH:15][CH:14]=2)[CH3:12])[CH2:6][CH2:5]1, predict the reactants needed to synthesize it.